Dataset: Full USPTO retrosynthesis dataset with 1.9M reactions from patents (1976-2016). Task: Predict the reactants needed to synthesize the given product. Given the product [C:18]([O:17][C:15]([NH:1][CH:2]([C:6]1[CH:11]=[CH:10][C:9]([Cl:12])=[CH:8][CH:7]=1)[C:3]([OH:5])=[O:4])=[O:16])([CH3:21])([CH3:20])[CH3:19], predict the reactants needed to synthesize it. The reactants are: [NH2:1][CH:2]([C:6]1[CH:11]=[CH:10][C:9]([Cl:12])=[CH:8][CH:7]=1)[C:3]([OH:5])=[O:4].[OH-].[Na+].[C:15](O[C:15]([O:17][C:18]([CH3:21])([CH3:20])[CH3:19])=[O:16])([O:17][C:18]([CH3:21])([CH3:20])[CH3:19])=[O:16].